From a dataset of Catalyst prediction with 721,799 reactions and 888 catalyst types from USPTO. Predict which catalyst facilitates the given reaction. (1) Product: [CH3:11][CH2:12][O:10][C:8]1[CH:9]=[C:4]([C:2]([CH3:1])=[O:3])[CH:5]=[CH:6][CH:7]=1. Reactant: [CH3:1][C:2]([C:4]1[CH:5]=[CH:6][CH:7]=[C:8]([OH:10])[CH:9]=1)=[O:3].[CH2:11](I)[CH3:12].C(=O)([O-])[O-].[K+].[K+]. The catalyst class is: 21. (2) The catalyst class is: 7. Product: [Br:15][C:12]1[C:11]([O:16][CH:17]([F:19])[F:18])=[C:10]2[C:9]([C:8](=[O:21])[NH:7][C:5](=[O:6])[N:4]2[CH:1]2[CH2:3][CH2:2]2)=[CH:14][CH:13]=1. Reactant: [CH:1]1([NH:4][C:5]([NH:7][C:8](=[O:21])[C:9]2[CH:14]=[CH:13][C:12]([Br:15])=[C:11]([O:16][CH:17]([F:19])[F:18])[C:10]=2Br)=[O:6])[CH2:3][CH2:2]1.C[Si]([N-][Si](C)(C)C)(C)C.[K+].C1OCCOCCOCCOCCOCCOC1. (3) Reactant: C([O:3][C:4](=O)[CH2:5][CH2:6][C:7]1[CH:11]=[CH:10][S:9][C:8]=1[Br:12])C. Product: [Br:12][C:8]1[S:9][CH:10]=[CH:11][C:7]=1[CH2:6][CH2:5][CH2:4][OH:3]. The catalyst class is: 11. (4) Reactant: Cl.Cl.[NH2:3][C:4]1[CH:12]=[CH:11][C:7]([C:8]([NH2:10])=[NH:9])=[CH:6][CH:5]=1.C([BH3-])#N.[Na+].[OH-].[Na+].O.C(O)(=O)CC(CC(O)=O)(C(O)=O)O.O.O.P([O-])([O-])(O)=O.[Na+].[Na+]. Product: [CH:6]1[C:7]([C:8]([NH2:10])=[NH:9])=[CH:11][CH:12]=[C:4]([NH2:3])[CH:5]=1. The catalyst class is: 6. (5) Reactant: [Cl-].ClC1N(C)CC[NH+]1C.[NH2:10][C:11]1[C:12]([Cl:17])=[N:13][CH:14]=[CH:15][CH:16]=1.C(N(CC)CC)C.[CH3:25][O:26][C:27]1[C:28](=[O:51])[C:29]([CH3:50])=[C:30]([CH2:36][C:37]2[CH:45]=[CH:44][C:40]([C:41](O)=[O:42])=[C:39]([O:46][C:47](=[O:49])[CH3:48])[CH:38]=2)[C:31](=[O:35])[C:32]=1[O:33][CH3:34]. Product: [Cl:17][C:12]1[C:11]([NH:10][C:41](=[O:42])[C:40]2[CH:44]=[CH:45][C:37]([CH2:36][C:30]3[C:31](=[O:35])[C:32]([O:33][CH3:34])=[C:27]([O:26][CH3:25])[C:28](=[O:51])[C:29]=3[CH3:50])=[CH:38][C:39]=2[O:46][C:47](=[O:49])[CH3:48])=[CH:16][CH:15]=[CH:14][N:13]=1. The catalyst class is: 373. (6) Reactant: [Cl:1][C:2]1[CH:3]=[C:4]([CH:8]2[C:17]3[C:12](=[CH:13][CH:14]=[C:15]([C:18]([C:26]4[CH:31]=[CH:30][C:29]([F:32])=[CH:28][CH:27]=4)([C:20]4[N:24]([CH3:25])[CH:23]=[N:22][CH:21]=4)[OH:19])[CH:16]=3)[N:11]3[N:33]=[N:34][N:35]=[C:10]3[NH:9]2)[CH:5]=[CH:6][CH:7]=1. Product: [Cl:1][C:2]1[CH:3]=[C:4]([CH:8]2[C:17]3[CH:16]=[C:15]([C:18]([C:26]4[CH:31]=[CH:30][C:29]([F:32])=[CH:28][CH:27]=4)([C:20]4[N:24]([CH3:25])[CH:23]=[N:22][CH:21]=4)[OH:19])[CH:14]=[CH:13][C:12]=3[NH:11][C:10]3=[N:35][N:34]=[N:33][N:9]23)[CH:5]=[CH:6][CH:7]=1. The catalyst class is: 11. (7) Reactant: CC1C=CC(S([O-])(=O)=O)=CC=1.C1C=C[NH+]=CC=1.O1CCCCC1[O:24][CH2:25][CH2:26]/[CH:27]=[CH:28]/[C:29]1[CH:30]=[C:31]([NH:38][C:39]2[CH:44]=[CH:43][N:42]=[C:41]([NH2:45])[N:40]=2)[CH:32]=[C:33]2[C:37]=1[NH:36][N:35]=[CH:34]2. Product: [NH2:45][C:41]1[N:40]=[C:39]([NH:38][C:31]2[CH:32]=[C:33]3[C:37](=[C:29](/[CH:28]=[CH:27]/[CH2:26][CH2:25][OH:24])[CH:30]=2)[NH:36][N:35]=[CH:34]3)[CH:44]=[CH:43][N:42]=1. The catalyst class is: 191.